Dataset: Catalyst prediction with 721,799 reactions and 888 catalyst types from USPTO. Task: Predict which catalyst facilitates the given reaction. (1) Reactant: [F:1][CH2:2][C:3]([C:7]1[CH:11]=[C:10]([NH:12][C:13](=[O:21])OC2C=CC=CC=2)[N:9]([C:22]2[CH:27]=[CH:26][CH:25]=[CH:24][CH:23]=2)[N:8]=1)([CH3:6])[CH2:4][F:5].[CH3:28][O:29][C:30]1[CH:31]=[C:32]2[C:37](=[CH:38][C:39]=1[O:40][CH3:41])[N:36]=[CH:35][N:34]=[C:33]2[O:42][C:43]1[CH:44]=[C:45]([CH:47]=[CH:48][CH:49]=1)[NH2:46].C(N(CC)C(C)C)(C)C. Product: [F:1][CH2:2][C:3]([C:7]1[CH:11]=[C:10]([NH:12][C:13]([NH:46][C:45]2[CH:47]=[CH:48][CH:49]=[C:43]([O:42][C:33]3[C:32]4[C:37](=[CH:38][C:39]([O:40][CH3:41])=[C:30]([O:29][CH3:28])[CH:31]=4)[N:36]=[CH:35][N:34]=3)[CH:44]=2)=[O:21])[N:9]([C:22]2[CH:27]=[CH:26][CH:25]=[CH:24][CH:23]=2)[N:8]=1)([CH3:6])[CH2:4][F:5]. The catalyst class is: 1. (2) Reactant: [CH2:1]([N:5]1[C:13]2[N:12]=[CH:11][N:10]([CH2:14][CH:15]=[CH2:16])[C:9]=2[C:8](=[O:17])[NH:7][C:6]1=[O:18])[CH2:2][CH2:3][CH3:4].[C:19]([O-])([O-])=O.[Na+].[Na+].CI.C([O-])([O-])=O.[K+].[K+]. Product: [CH2:1]([N:5]1[C:13]2[N:12]=[CH:11][N:10]([CH2:14][CH:15]=[CH2:16])[C:9]=2[C:8](=[O:17])[N:7]([CH3:19])[C:6]1=[O:18])[CH2:2][CH2:3][CH3:4]. The catalyst class is: 3. (3) Reactant: [CH3:1][N:2]([CH2:10][CH2:11][NH:12][C:13](=[O:40])[C:14]1[CH:19]=[CH:18][C:17](/[CH:20]=[CH:21]/[CH:22]([C:27]2[CH:32]=[C:31]([Cl:33])[C:30]([Cl:34])=[C:29]([Cl:35])[CH:28]=2)[C:23]([F:26])([F:25])[F:24])=[CH:16][C:15]=1[C:36]([F:39])([F:38])[F:37])C(=O)OC(C)(C)C.Cl. Product: [ClH:33].[CH3:1][NH:2][CH2:10][CH2:11][NH:12][C:13](=[O:40])[C:14]1[CH:19]=[CH:18][C:17](/[CH:20]=[CH:21]/[CH:22]([C:27]2[CH:28]=[C:29]([Cl:35])[C:30]([Cl:34])=[C:31]([Cl:33])[CH:32]=2)[C:23]([F:24])([F:25])[F:26])=[CH:16][C:15]=1[C:36]([F:37])([F:39])[F:38]. The catalyst class is: 4. (4) Reactant: [S:1]1[CH:5]=[CH:4][CH:3]=[C:2]1[S:6](Cl)(=[O:8])=[O:7].[NH2:10][C:11]1[C:15]([Br:16])=[C:14]([CH3:17])[O:13][N:12]=1. Product: [Br:16][C:15]1[C:11]([NH:10][S:6]([C:2]2[S:1][CH:5]=[CH:4][CH:3]=2)(=[O:8])=[O:7])=[N:12][O:13][C:14]=1[CH3:17]. The catalyst class is: 17. (5) Reactant: [O:1]1[C:10]2[CH:9]=[C:8]([CH2:11][NH:12][CH2:13][CH:14]3[CH2:19][CH2:18][CH2:17][N:16]([C:20]([O:22][C:23]([CH3:26])([CH3:25])[CH3:24])=[O:21])[CH2:15]3)[N:7]=[CH:6][C:5]=2[O:4][CH2:3][CH2:2]1.[F:27][C:28]([F:35])([F:34])[C:29](OCC)=[O:30]. Product: [O:1]1[C:10]2[CH:9]=[C:8]([CH2:11][N:12]([CH2:13][CH:14]3[CH2:19][CH2:18][CH2:17][N:16]([C:20]([O:22][C:23]([CH3:26])([CH3:25])[CH3:24])=[O:21])[CH2:15]3)[C:29](=[O:30])[C:28]([F:35])([F:34])[F:27])[N:7]=[CH:6][C:5]=2[O:4][CH2:3][CH2:2]1. The catalyst class is: 5. (6) Reactant: [CH3:1][Mg]Br.[Br:4][C:5]1[CH:12]=[C:11]([F:13])[CH:10]=[CH:9][C:6]=1[CH:7]=[O:8]. Product: [Br:4][C:5]1[CH:12]=[C:11]([F:13])[CH:10]=[CH:9][C:6]=1[CH:7]([OH:8])[CH3:1]. The catalyst class is: 27.